From a dataset of Reaction yield outcomes from USPTO patents with 853,638 reactions. Predict the reaction yield, written as a fraction of the theoretical maximum amount of product (1.0 means a 100% yield; for example, 0.34 means a 34% yield). (1) The reactants are [NH2:1][C:2]1[N:7]=[C:6]([C:8]2[CH:13]=[CH:12][C:11]([Cl:14])=[C:10]([O:15][CH3:16])[C:9]=2[F:17])[N:5]=[C:4]([C:18]([OH:20])=[O:19])[C:3]=1[CH:21]=[CH2:22].Br[CH2:24][C:25]1[CH:30]=[CH:29][CH:28]=[CH:27][CH:26]=1.C(=O)([O-])[O-].[Li+].[Li+]. The catalyst is CN(C=O)C. The product is [NH2:1][C:2]1[N:7]=[C:6]([C:8]2[CH:13]=[CH:12][C:11]([Cl:14])=[C:10]([O:15][CH3:16])[C:9]=2[F:17])[N:5]=[C:4]([C:18]([O:20][CH2:24][C:25]2[CH:30]=[CH:29][CH:28]=[CH:27][CH:26]=2)=[O:19])[C:3]=1[CH:21]=[CH2:22]. The yield is 0.800. (2) The reactants are [CH:1]1([CH:7]([NH:18][C:19]2[CH:20]=[CH:21][C:22]([C:25]([OH:27])=O)=[N:23][CH:24]=2)[C:8]2[S:9][C:10]3[CH:17]=[CH:16][CH:15]=[CH:14][C:11]=3[C:12]=2[CH3:13])[CH2:6][CH2:5][CH2:4][CH2:3][CH2:2]1.Cl.[CH2:29]([O:31][C:32](=[O:36])[CH2:33][CH2:34][NH2:35])[CH3:30].O.ON1C2C=CC=CC=2N=N1.Cl.C(N=C=NCCCN(C)C)C.[Cl-].[NH4+]. The catalyst is CN(C)C=O.C(N(CC)CC)C. The product is [CH:1]1([CH:7]([NH:18][C:19]2[CH:20]=[CH:21][C:22]([C:25]([NH:35][CH2:34][CH2:33][C:32]([O:31][CH2:29][CH3:30])=[O:36])=[O:27])=[N:23][CH:24]=2)[C:8]2[S:9][C:10]3[CH:17]=[CH:16][CH:15]=[CH:14][C:11]=3[C:12]=2[CH3:13])[CH2:2][CH2:3][CH2:4][CH2:5][CH2:6]1. The yield is 0.880. (3) The yield is 0.653. The product is [CH3:1][C:2]1[CH:7]=[CH:6][N:5]=[CH:4][C:3]=1[N:8]1[CH2:12][CH2:11][N:10]([C:15]2[CH:24]=[C:23]3[C:18]([CH:19]=[CH:20][CH:21]=[N:22]3)=[CH:17][CH:16]=2)[C:9]1=[O:13]. The reactants are [CH3:1][C:2]1[CH:7]=[CH:6][N:5]=[CH:4][C:3]=1[N:8]1[CH2:12][CH2:11][NH:10][C:9]1=[O:13].Br[C:15]1[CH:24]=[C:23]2[C:18]([CH:19]=[CH:20][CH:21]=[N:22]2)=[CH:17][CH:16]=1.N[C@@H]1CCCC[C@H]1N.P([O-])([O-])([O-])=O.[K+].[K+].[K+]. The catalyst is [Cu](I)I.O1CCOCC1. (4) The reactants are [O:1]1[C:5]2[CH:6]=[CH:7][C:8]([C:10]3([C:13]([NH:15][C:16]4[CH:21]=[CH:20][C:19]([CH3:22])=[C:18](Br)[CH:17]=4)=[O:14])[CH2:12][CH2:11]3)=[CH:9][C:4]=2[O:3][CH2:2]1.[OH:24][CH2:25][C:26]1[CH:31]=[CH:30][C:29](B(O)O)=[CH:28][CH:27]=1.C([O-])([O-])=O.[K+].[K+]. The catalyst is CN(C)C=O. The product is [O:1]1[C:5]2[CH:6]=[CH:7][C:8]([C:10]3([C:13]([NH:15][C:16]4[CH:17]=[C:18]([C:29]5[CH:30]=[CH:31][C:26]([CH2:25][OH:24])=[CH:27][CH:28]=5)[C:19]([CH3:22])=[CH:20][CH:21]=4)=[O:14])[CH2:12][CH2:11]3)=[CH:9][C:4]=2[O:3][CH2:2]1. The yield is 0.590. (5) The catalyst is O. The reactants are C(O)(C(F)(F)F)=O.C(O[C:13](=[O:43])[NH:14][C@@H:15]1[CH2:20][CH2:19][CH2:18][CH2:17][C@@H:16]1[C:21]([N:23]1[C@@H:32]2[C@@H:27]([C@H:28]([C:37]3[CH:42]=[CH:41][CH:40]=[CH:39][CH:38]=3)[NH:29][C:30]3[CH:36]=[CH:35][CH:34]=[CH:33][C:31]=32)[CH2:26][CH2:25][CH2:24]1)=[O:22])(C)(C)C.[OH-].[Na+].C(Cl)(=O)[C:47]1[CH:52]=[CH:51][CH:50]=[CH:49][CH:48]=1. The yield is 0.650. The product is [C:37]1([C@@H:28]2[NH:29][C:30]3[CH:36]=[CH:35][CH:34]=[CH:33][C:31]=3[C@H:32]3[C@@H:27]2[CH2:26][CH2:25][CH2:24][N:23]3[C:21]([C@H:16]2[CH2:17][CH2:18][CH2:19][CH2:20][C@H:15]2[NH:14][C:13](=[O:43])[C:47]2[CH:52]=[CH:51][CH:50]=[CH:49][CH:48]=2)=[O:22])[CH:38]=[CH:39][CH:40]=[CH:41][CH:42]=1. (6) The reactants are [F:1][C:2]1([F:32])[CH2:7][CH2:6][N:5]([C:8]([C:10]2[NH:11][C:12]3[C:17]([CH:18]=2)=[CH:16][C:15]([C:19]([N:21]2[CH2:26][CH2:25][CH:24]([N:27]4[CH2:31][CH2:30][CH2:29][CH2:28]4)[CH2:23][CH2:22]2)=[O:20])=[CH:14][CH:13]=3)=[O:9])[CH2:4][CH2:3]1.[H-].[Na+].[CH:35]1([CH2:38]Br)[CH2:37][CH2:36]1. The catalyst is CN(C)C=O. The yield is 0.530. The product is [CH:35]1([CH2:38][N:11]2[C:12]3[C:17](=[CH:16][C:15]([C:19]([N:21]4[CH2:22][CH2:23][CH:24]([N:27]5[CH2:31][CH2:30][CH2:29][CH2:28]5)[CH2:25][CH2:26]4)=[O:20])=[CH:14][CH:13]=3)[CH:18]=[C:10]2[C:8]([N:5]2[CH2:6][CH2:7][C:2]([F:1])([F:32])[CH2:3][CH2:4]2)=[O:9])[CH2:37][CH2:36]1.